Dataset: Full USPTO retrosynthesis dataset with 1.9M reactions from patents (1976-2016). Task: Predict the reactants needed to synthesize the given product. (1) Given the product [CH:1]([C@@H:14]1[O:15][CH2:16][C@@H:17]([OH:18])[C@@H:19]([NH:28][CH2:21][C:22]2[CH:27]=[CH:26][CH:25]=[CH:24][CH:23]=2)[CH2:20]1)([C:8]1[CH:9]=[CH:10][CH:11]=[CH:12][CH:13]=1)[C:2]1[CH:3]=[CH:4][CH:5]=[CH:6][CH:7]=1, predict the reactants needed to synthesize it. The reactants are: [CH:1]([C@H:14]1[CH2:20][C@@H:19]2[C@@H:17]([O:18]2)[CH2:16][O:15]1)([C:8]1[CH:13]=[CH:12][CH:11]=[CH:10][CH:9]=1)[C:2]1[CH:7]=[CH:6][CH:5]=[CH:4][CH:3]=1.[CH2:21]([NH2:28])[C:22]1[CH:27]=[CH:26][CH:25]=[CH:24][CH:23]=1. (2) Given the product [NH2:3][CH2:12][C:13]1[CH:40]=[CH:39][CH:38]=[CH:37][C:14]=1[CH2:15][O:16][C:17]1[CH:22]=[C:21]([CH3:23])[N:20]([CH2:24][C:25]2[CH:26]=[CH:27][C:28]([O:33][CH3:34])=[C:29]([CH:32]=2)[C:30]#[N:31])[C:19](=[O:35])[C:18]=1[CH3:36], predict the reactants needed to synthesize it. The reactants are: O=C1C2C(=CC=CC=2)C(=O)[N:3]1[CH2:12][C:13]1[CH:40]=[CH:39][CH:38]=[CH:37][C:14]=1[CH2:15][O:16][C:17]1[CH:22]=[C:21]([CH3:23])[N:20]([CH2:24][C:25]2[CH:26]=[CH:27][C:28]([O:33][CH3:34])=[C:29]([CH:32]=2)[C:30]#[N:31])[C:19](=[O:35])[C:18]=1[CH3:36].O.NN.C(#N)C.O. (3) Given the product [Cl:3][C:4]1[CH:5]=[N:6][CH:7]=[C:8]([Cl:12])[C:9]=1[CH2:10][OH:11], predict the reactants needed to synthesize it. The reactants are: [BH4-].[Na+].[Cl:3][C:4]1[CH:5]=[N:6][CH:7]=[C:8]([Cl:12])[C:9]=1[CH:10]=[O:11].O. (4) Given the product [Cl:1][C:2]1[S:6][C:5]([C:7]([NH:9][C:10]2[CH:11]=[N:12][CH:13]=[CH:14][C:15]=2[C:16]([OH:18])=[O:17])=[O:8])=[CH:4][CH:3]=1, predict the reactants needed to synthesize it. The reactants are: [Cl:1][C:2]1[S:6][C:5]([C:7]([NH:9][C:10]2[CH:11]=[N:12][CH:13]=[CH:14][C:15]=2[C:16]([O:18]C)=[O:17])=[O:8])=[CH:4][CH:3]=1.O.[OH-].[Li+]. (5) Given the product [Cl:1][C:2]1[C:7]([O:8][C:11]([CH3:20])([CH3:19])[C:12]([O:14][C:15]([CH3:18])([CH3:17])[CH3:16])=[O:13])=[CH:6][C:5]([Cl:9])=[CH:4][N:3]=1, predict the reactants needed to synthesize it. The reactants are: [Cl:1][C:2]1[C:7]([OH:8])=[CH:6][C:5]([Cl:9])=[CH:4][N:3]=1.Br[C:11]([CH3:20])([CH3:19])[C:12]([O:14][C:15]([CH3:18])([CH3:17])[CH3:16])=[O:13].C(=O)([O-])[O-].[K+].[K+]. (6) Given the product [Si:1]([O:8][C@@H:9]1[C:13]2([CH2:14][CH2:15]2)[C:12](=[O:16])[N:11]([C:19]2[CH:26]=[CH:25][C:22]([C:23]#[N:24])=[C:21]([Cl:27])[CH:20]=2)[C@@H:10]1[CH3:17])([C:4]([CH3:7])([CH3:6])[CH3:5])([CH3:3])[CH3:2], predict the reactants needed to synthesize it. The reactants are: [Si:1]([O:8][CH:9]1[C:13]2([CH2:15][CH2:14]2)[C:12](=[O:16])[NH:11][CH:10]1[CH3:17])([C:4]([CH3:7])([CH3:6])[CH3:5])([CH3:3])[CH3:2].Br[C:19]1[CH:26]=[CH:25][C:22]([C:23]#[N:24])=[C:21]([Cl:27])[CH:20]=1.C(=O)([O-])[O-].[Cs+].[Cs+].C1(P(C2C=CC=CC=2)C2C3OC4C(=CC=CC=4P(C4C=CC=CC=4)C4C=CC=CC=4)C(C)(C)C=3C=CC=2)C=CC=CC=1.